Dataset: NCI-60 drug combinations with 297,098 pairs across 59 cell lines. Task: Regression. Given two drug SMILES strings and cell line genomic features, predict the synergy score measuring deviation from expected non-interaction effect. Drug 1: C1=NC2=C(N1)C(=S)N=C(N2)N. Cell line: MALME-3M. Drug 2: C1=CN(C=N1)CC(O)(P(=O)(O)O)P(=O)(O)O. Synergy scores: CSS=8.32, Synergy_ZIP=-5.52, Synergy_Bliss=-0.553, Synergy_Loewe=-6.79, Synergy_HSA=-1.61.